Dataset: Forward reaction prediction with 1.9M reactions from USPTO patents (1976-2016). Task: Predict the product of the given reaction. Given the reactants [Br:1][C:2]1[CH:15]=[CH:14][C:13]2[C:4](=[C:5]([OH:16])[N:6]=[C:7]3[C:12]=2[CH:11]=[CH:10][CH:9]=[CH:8]3)[CH:3]=1.BrC1C=CC(S(O[C@@H:28]2[CH2:32][N:31]([C:33]([O:35][C:36]([CH3:39])([CH3:38])[CH3:37])=[O:34])[C@H:30]([C:40]([O:42][CH3:43])=[O:41])[CH2:29]2)(=O)=O)=CC=1.C([O-])([O-])=O.[Cs+].[Cs+].O, predict the reaction product. The product is: [Br:1][C:2]1[CH:15]=[CH:14][C:13]2[C:4](=[C:5]([O:16][C@H:28]3[CH2:32][N:31]([C:33]([O:35][C:36]([CH3:39])([CH3:38])[CH3:37])=[O:34])[C@H:30]([C:40]([O:42][CH3:43])=[O:41])[CH2:29]3)[N:6]=[C:7]3[C:12]=2[CH:11]=[CH:10][CH:9]=[CH:8]3)[CH:3]=1.